From a dataset of Forward reaction prediction with 1.9M reactions from USPTO patents (1976-2016). Predict the product of the given reaction. (1) Given the reactants CN(C)C=O.Cl[C:7]1[CH:8]=[CH:9][C:10]2[N:11]([C:13]([C:16]3[CH:21]=[CH:20][C:19]([O:22][CH2:23][CH2:24][O:25][CH:26]4[CH2:31][CH2:30][CH2:29][CH2:28][O:27]4)=[CH:18][CH:17]=3)=[CH:14][N:15]=2)[CH:12]=1.C([Si](C(C)C)(C(C)C)[N:36]1[CH:40]=[CH:39][C:38](B(O)O)=[CH:37]1)(C)C.C(=O)([O-])[O-].[K+].[K+], predict the reaction product. The product is: [NH:36]1[CH:40]=[CH:39][C:38]([C:7]2[CH:8]=[CH:9][C:10]3[N:11]([C:13]([C:16]4[CH:21]=[CH:20][C:19]([O:22][CH2:23][CH2:24][O:25][CH:26]5[CH2:31][CH2:30][CH2:29][CH2:28][O:27]5)=[CH:18][CH:17]=4)=[CH:14][N:15]=3)[CH:12]=2)=[CH:37]1. (2) Given the reactants [NH2:1][C:2]1([C:9]2[CH:14]=[CH:13][CH:12]=[C:11]([C:15]([CH3:18])([CH3:17])[CH3:16])[CH:10]=2)[CH2:7][CH2:6][C:5](=[O:8])[CH2:4][CH2:3]1.C(N(C(C)C)CC)(C)C.[C:28](=O)([O:34]C(C)(C)C)[O:29][C:30]([CH3:33])([CH3:32])[CH3:31], predict the reaction product. The product is: [C:30]([O:29][C:28](=[O:34])[NH:1][C:2]1([C:9]2[CH:14]=[CH:13][CH:12]=[C:11]([C:15]([CH3:18])([CH3:17])[CH3:16])[CH:10]=2)[CH2:3][CH2:4][C:5](=[O:8])[CH2:6][CH2:7]1)([CH3:33])([CH3:32])[CH3:31]. (3) Given the reactants Br[C:2]1[CH:3]=[C:4]2[C:8](=[CH:9][CH:10]=1)[N:7]([CH2:11][C:12]([O:14][C:15]([CH3:18])([CH3:17])[CH3:16])=[O:13])[N:6]=[C:5]2[C:19](=[O:21])[NH2:20].[N:22]1[CH:27]=[CH:26][CH:25]=[C:24]([NH2:28])[N:23]=1.C(=O)([O-])[O-].[Cs+].[Cs+].C1(P(C2C=CC=CC=2)C2C3OC4C(=CC=CC=4P(C4C=CC=CC=4)C4C=CC=CC=4)C(C)(C)C=3C=CC=2)C=CC=CC=1, predict the reaction product. The product is: [C:19]([C:5]1[C:4]2[C:8](=[CH:9][CH:10]=[C:2]([NH:28][C:24]3[N:23]=[N:22][CH:27]=[CH:26][CH:25]=3)[CH:3]=2)[N:7]([CH2:11][C:12]([O:14][C:15]([CH3:18])([CH3:17])[CH3:16])=[O:13])[N:6]=1)(=[O:21])[NH2:20]. (4) Given the reactants [CH:1]1([N:6]2[CH2:11][CH2:10][CH:9]([C:12]3[CH:17]=[CH:16][C:15]([NH:18][C:19]4[C:20]([C:38]([NH2:40])=[O:39])=[N:21][CH:22]=[C:23]([N:25]5[CH2:30][CH2:29][CH2:28][C@@H:27]([NH:31][C:32](N(CC)C)=[O:33])[CH2:26]5)[N:24]=4)=[CH:14][CH:13]=3)[CH2:8][CH2:7]2)[CH2:5][CH2:4][CH2:3][CH2:2]1.CCN(C(C)C)C(C)C.[Br:50][CH2:51][CH2:52][CH2:53]C(Cl)=O, predict the reaction product. The product is: [Br:50][CH2:51][CH2:52][CH2:53][C:32]([NH:31][C@@H:27]1[CH2:28][CH2:29][CH2:30][N:25]([C:23]2[N:24]=[C:19]([NH:18][C:15]3[CH:14]=[CH:13][C:12]([CH:9]4[CH2:10][CH2:11][N:6]([CH:1]5[CH2:5][CH2:4][CH2:3][CH2:2]5)[CH2:7][CH2:8]4)=[CH:17][CH:16]=3)[C:20]([C:38]([NH2:40])=[O:39])=[N:21][CH:22]=2)[CH2:26]1)=[O:33]. (5) The product is: [F:11][C:12]1[CH:19]=[CH:18][CH:17]=[C:16]([Cl:20])[C:13]=1[C:14]1[NH:1][N:2]=[C:3]([C:5]2[CH:10]=[CH:9][CH:8]=[CH:7][N:6]=2)[N:4]=1. Given the reactants [NH2:1][NH:2][C:3]([C:5]1[CH:10]=[CH:9][CH:8]=[CH:7][N:6]=1)=[NH:4].[F:11][C:12]1[CH:19]=[CH:18][CH:17]=[C:16]([Cl:20])[C:13]=1[CH:14]=O, predict the reaction product. (6) Given the reactants [NH2:1][C@@H:2]1[CH2:7][CH2:6][C@H:5]([NH:8][C:9]2[N:18]=[C:17]([N:19]([CH2:22]C)[CH2:20]C)[C:16]3[C:11](=[CH:12][CH:13]=[CH:14][CH:15]=3)[N:10]=2)[CH2:4][CH2:3]1.[Br:24][C:25]1[CH:30]=[CH:29][C:28]([CH2:31][CH:32]=O)=[C:27]([O:34][C:35]([F:38])([F:37])[F:36])[CH:26]=1.CC(O)=O.[BH-](OC(C)=O)(OC(C)=O)OC(C)=O.[Na+].[ClH:57], predict the reaction product. The product is: [ClH:57].[ClH:57].[Br:24][C:25]1[CH:30]=[CH:29][C:28]([CH2:31][CH2:32][NH:1][C@@H:2]2[CH2:3][CH2:4][C@H:5]([NH:8][C:9]3[N:18]=[C:17]([N:19]([CH3:20])[CH3:22])[C:16]4[C:11](=[CH:12][CH:13]=[CH:14][CH:15]=4)[N:10]=3)[CH2:6][CH2:7]2)=[C:27]([O:34][C:35]([F:36])([F:37])[F:38])[CH:26]=1.